From a dataset of Forward reaction prediction with 1.9M reactions from USPTO patents (1976-2016). Predict the product of the given reaction. Given the reactants [NH2:1][C:2]1[CH:9]=[CH:8][CH:7]=[CH:6][C:3]=1[C:4]#[N:5].CO[CH:12]1[CH2:16][CH2:15][CH:14](OC)O1.C(O)(=O)C, predict the reaction product. The product is: [C:4]([C:3]1[CH:6]=[CH:7][CH:8]=[CH:9][C:2]=1[N:1]1[CH:12]=[CH:16][CH:15]=[CH:14]1)#[N:5].